Task: Predict the reactants needed to synthesize the given product.. Dataset: Full USPTO retrosynthesis dataset with 1.9M reactions from patents (1976-2016) (1) The reactants are: [CH2:1]([C:3]1[C:9]([CH3:10])=[CH:8][C:6]([NH2:7])=[C:5]([N+:11]([O-])=O)[CH:4]=1)[CH3:2].[Sn](Cl)(Cl)(Cl)Cl.C(=O)(O)[O-].[Na+]. Given the product [CH2:1]([C:3]1[C:9]([CH3:10])=[CH:8][C:6]([NH2:7])=[C:5]([NH2:11])[CH:4]=1)[CH3:2], predict the reactants needed to synthesize it. (2) Given the product [O:3]1[C:8]2=[CH:9][CH:10]=[CH:11][C:7]2=[CH:6][C:5]([CH:12]2[CH2:17][CH2:16][CH2:15][CH2:14][N:13]2[CH2:18][CH2:19][C@H:20]2[CH2:21][CH2:22][C@H:23]([NH:26][C:32](=[O:33])[CH2:31][CH2:30][C:29]([N:28]([CH3:36])[CH3:27])=[O:35])[CH2:24][CH2:25]2)=[CH:4]1, predict the reactants needed to synthesize it. The reactants are: Cl.Cl.[O:3]1[C:8]2=[CH:9][CH:10]=[CH:11][C:7]2=[CH:6][C:5]([CH:12]2[CH2:17][CH2:16][CH2:15][CH2:14][N:13]2[CH2:18][CH2:19][C@H:20]2[CH2:25][CH2:24][C@H:23]([NH2:26])[CH2:22][CH2:21]2)=[CH:4]1.[CH3:27][N:28]([CH3:36])[C:29](=[O:35])[CH2:30][CH2:31][C:32](O)=[O:33]. (3) Given the product [Cl:1][C:2]1[CH:10]=[C:6]([CH2:7][OH:8])[CH:5]=[N:4][C:3]=1[Cl:11], predict the reactants needed to synthesize it. The reactants are: [Cl:1][C:2]1[C:3]([Cl:11])=[N:4][CH:5]=[C:6]([CH:10]=1)[C:7](O)=[O:8].Cl. (4) Given the product [N+:1]([C:4]1[CH:5]=[N:6][N:7]([CH2:16][CH2:17][CH2:18][OH:19])[CH:8]=1)([O-:3])=[O:2], predict the reactants needed to synthesize it. The reactants are: [N+:1]([C:4]1[CH:5]=[N:6][NH:7][CH:8]=1)([O-:3])=[O:2].C([O-])([O-])=O.[K+].[K+].Br[CH2:16][CH2:17][CH2:18][OH:19]. (5) Given the product [CH2:25]([C:3]1([CH2:1][CH3:2])[CH2:4][CH:5]([CH2:9][CH2:10][N:11]2[CH2:12][CH2:13][N:14]([C:17]3[CH:24]=[CH:23][C:22]([N+:27]([O-:29])=[O:28])=[CH:21][CH:18]=3)[CH2:15][CH2:16]2)[O:6][C:7]1=[O:8])[CH3:26], predict the reactants needed to synthesize it. The reactants are: [CH2:1]([C:3]1([CH2:25][CH3:26])[C:7](=[O:8])[O:6][CH:5]([CH2:9][CH2:10][N:11]2[CH2:16][CH2:15][N:14]([C:17]3[CH:24]=[CH:23][CH:22]=[CH:21][C:18]=3C#N)[CH2:13][CH2:12]2)[CH2:4]1)[CH3:2].[N+:27](C1C=CC(N2CCNCC2)=CC=1)([O-:29])=[O:28].N1(C2C=CC=CC=2C#N)CCNCC1. (6) Given the product [OH:8][CH2:9][CH2:10][CH2:11][S@:12](=[O:45])([C:39]1[CH:40]=[CH:41][CH:42]=[CH:43][CH:44]=1)=[N:13][C:14](=[O:38])[C:15]1[CH:20]=[C:19]([C:21]#[C:22][C:23]2[CH:28]=[CH:27][CH:26]=[C:25]([NH:29][C:30]([C:32]3[O:33][CH:34]=[CH:35][C:36]=3[CH3:37])=[O:31])[CH:24]=2)[CH:18]=[N:17][CH:16]=1, predict the reactants needed to synthesize it. The reactants are: [Si]([O:8][CH2:9][CH2:10][CH2:11][S@:12](=[O:45])([C:39]1[CH:44]=[CH:43][CH:42]=[CH:41][CH:40]=1)=[N:13][C:14](=[O:38])[C:15]1[CH:20]=[C:19]([C:21]#[C:22][C:23]2[CH:28]=[CH:27][CH:26]=[C:25]([NH:29][C:30]([C:32]3[O:33][CH:34]=[CH:35][C:36]=3[CH3:37])=[O:31])[CH:24]=2)[CH:18]=[N:17][CH:16]=1)(C(C)(C)C)(C)C.[F-].C([NH3+])(C)(C)C. (7) The reactants are: [CH3:1][C:2]([CH3:37])([CH3:36])[CH2:3][C:4]1[N:9]=[C:8]([CH2:10][O:11][C:12]2[N:17]=[CH:16][N:15]=[C:14](/[CH:18]=[CH:19]/[C:20]([O:22][CH2:23][CH3:24])=[O:21])[C:13]=2[O:25][CH3:26])[CH:7]=[CH:6][C:5]=1[C:27]1[CH:32]=[C:31]([O:33][CH3:34])[CH:30]=[CH:29][C:28]=1[F:35]. Given the product [CH3:36][C:2]([CH3:1])([CH3:37])[CH2:3][C:4]1[N:9]=[C:8]([CH2:10][O:11][C:12]2[N:17]=[CH:16][N:15]=[C:14]([CH2:18][CH2:19][C:20]([O:22][CH2:23][CH3:24])=[O:21])[C:13]=2[O:25][CH3:26])[CH:7]=[CH:6][C:5]=1[C:27]1[CH:32]=[C:31]([O:33][CH3:34])[CH:30]=[CH:29][C:28]=1[F:35], predict the reactants needed to synthesize it. (8) Given the product [Br:5][CH2:1][C:27]1[O:31][N:30]=[C:29]([C:32]([O:34][CH2:35][CH3:36])=[O:33])[CH:28]=1, predict the reactants needed to synthesize it. The reactants are: [C:1]([Br:5])(Br)(Br)Br.C1(P(C2C=CC=CC=2)C2C=CC=CC=2)C=CC=CC=1.OC[C:27]1[O:31][N:30]=[C:29]([C:32]([O:34][CH2:35][CH3:36])=[O:33])[CH:28]=1. (9) Given the product [NH2:9][C:8]1([C:6]2[CH:7]=[C:2]([Br:1])[CH:3]=[CH:4][C:5]=2[F:16])[CH2:14][CH:13]1[CH2:12][OH:11], predict the reactants needed to synthesize it. The reactants are: [Br:1][C:2]1[CH:3]=[CH:4][C:5]([F:16])=[C:6]([C:8]23[CH2:14][CH:13]2[CH2:12][O:11]C(=O)[NH:9]3)[CH:7]=1.O.[OH-].[Li+]. (10) Given the product [CH3:1][O:2][CH2:3][O:4][C:5]1[C:22]([O:23][CH3:24])=[CH:21][CH:20]=[C:7]2[C:6]=1[CH:36]([OH:37])[N:10]([C:11]([CH3:19])([C:13]1[CH:14]=[CH:15][CH:16]=[CH:17][CH:18]=1)[CH3:12])[C:8]2=[O:9], predict the reactants needed to synthesize it. The reactants are: [CH3:1][O:2][CH2:3][O:4][C:5]1[CH:6]=[C:7]([CH:20]=[CH:21][C:22]=1[O:23][CH3:24])[C:8]([NH:10][C:11]([CH3:19])([C:13]1[CH:18]=[CH:17][CH:16]=[CH:15][CH:14]=1)[CH3:12])=[O:9].CN(CCN(C)C)C.CN([CH:36]=[O:37])C.